From a dataset of Catalyst prediction with 721,799 reactions and 888 catalyst types from USPTO. Predict which catalyst facilitates the given reaction. (1) Reactant: [CH3:1][CH:2]1[CH:6]2[C:7]([NH:9][CH:10]=[C:11]([CH3:12])[CH:5]2[CH2:4][CH2:3]1)=[O:8].[C:13]1([Bi]([C:13]2[CH:18]=[CH:17][CH:16]=[CH:15][CH:14]=2)[C:13]2[CH:18]=[CH:17][CH:16]=[CH:15][CH:14]=2)[CH:18]=[CH:17][CH:16]=[CH:15][CH:14]=1.C(N(CC)CC)C. Product: [CH3:12][C:11]1[C@H:5]2[CH2:4][CH2:3][C@H:2]([CH3:1])[C@H:6]2[C:7](=[O:8])[N:9]([C:13]2[CH:18]=[CH:17][CH:16]=[CH:15][CH:14]=2)[CH:10]=1. The catalyst class is: 221. (2) Reactant: FC(F)(F)C(O)=O.[Cl:8][C:9]1[CH:10]=[C:11]([NH:16][CH:17]2[CH2:22][CH2:21][NH:20][CH2:19][CH2:18]2)[CH:12]=[CH:13][C:14]=1[Cl:15].[C:23]([O:27][C:28]([NH:30][CH2:31][CH2:32]Br)=[O:29])([CH3:26])([CH3:25])[CH3:24].C(N(CC)C(C)C)(C)C.O. Product: [Cl:8][C:9]1[CH:10]=[C:11]([CH:12]=[CH:13][C:14]=1[Cl:15])[NH:16][CH:17]1[CH2:22][CH2:21][N:20]([CH2:32][CH2:31][NH:30][C:28](=[O:29])[O:27][C:23]([CH3:26])([CH3:25])[CH3:24])[CH2:19][CH2:18]1. The catalyst class is: 39.